From a dataset of Forward reaction prediction with 1.9M reactions from USPTO patents (1976-2016). Predict the product of the given reaction. (1) Given the reactants C([O:4][C:5]1[CH:16]=[CH:15][C:8]([O:9][CH2:10][C:11]([O:13][CH3:14])=[O:12])=[C:7]([CH3:17])[CH:6]=1)(=O)C.B(O[O-])=O.O.[Na+], predict the reaction product. The product is: [OH:4][C:5]1[CH:16]=[CH:15][C:8]([O:9][CH2:10][C:11]([O:13][CH3:14])=[O:12])=[C:7]([CH3:17])[CH:6]=1. (2) Given the reactants [I:1]N1C(=O)CCC1=O.[Cl:9][C:10]1[C:11]2[NH:22][CH:21]=[CH:20][C:12]=2[N:13]=[C:14]([CH2:16][CH2:17][O:18][CH3:19])[N:15]=1, predict the reaction product. The product is: [Cl:9][C:10]1[C:11]2[NH:22][CH:21]=[C:20]([I:1])[C:12]=2[N:13]=[C:14]([CH2:16][CH2:17][O:18][CH3:19])[N:15]=1. (3) Given the reactants [F:1][C:2]1[CH:3]=[C:4]2[C:8](=[CH:9][CH:10]=1)[N:7]([CH2:11][C:12]([OH:14])=[O:13])[C:6]([CH3:15])=[CH:5]2.II.[F:18][C:19]([F:28])([F:27])[C:20]1[CH:25]=[CH:24][C:23]([SH:26])=[CH:22][CH:21]=1, predict the reaction product. The product is: [F:1][C:2]1[CH:3]=[C:4]2[C:8](=[CH:9][CH:10]=1)[N:7]([CH2:11][C:12]([OH:14])=[O:13])[C:6]([CH3:15])=[C:5]2[S:26][C:23]1[CH:22]=[CH:21][C:20]([C:19]([F:18])([F:27])[F:28])=[CH:25][CH:24]=1. (4) Given the reactants [N:1]([C:4]1[N:9]=[CH:8][N:7]=[C:6]([O:10][C:11]2[CH:16]=[CH:15][C:14]([NH:17][C:18]([NH:20][C:21]3[CH:26]=[CH:25][C:24]([CH2:27][N:28]4[CH2:33][CH2:32][N:31]([CH:34]([CH3:36])[CH3:35])[CH2:30][CH2:29]4)=[C:23]([C:37]([F:40])([F:39])[F:38])[CH:22]=3)=[O:19])=[CH:13][CH:12]=2)[CH:5]=1)=[N+]=[N-].C(Cl)Cl.CO, predict the reaction product. The product is: [NH2:1][C:4]1[N:9]=[CH:8][N:7]=[C:6]([O:10][C:11]2[CH:12]=[CH:13][C:14]([NH:17][C:18]([NH:20][C:21]3[CH:26]=[CH:25][C:24]([CH2:27][N:28]4[CH2:29][CH2:30][N:31]([CH:34]([CH3:36])[CH3:35])[CH2:32][CH2:33]4)=[C:23]([C:37]([F:40])([F:39])[F:38])[CH:22]=3)=[O:19])=[CH:15][CH:16]=2)[CH:5]=1. (5) Given the reactants CC1(C)C(C)(C)OB([C:9]2[CH:25]=[CH:24][C:12]3[O:13][CH2:14][CH2:15][N:16]([C:17]([O:19][C:20]([CH3:23])([CH3:22])[CH3:21])=[O:18])[C:11]=3[CH:10]=2)O1.Br[C:28]1[N:33]=[C:32]([C:34]([O:36][CH3:37])=[O:35])[C:31]([O:38][CH2:39][CH2:40][CH2:41][O:42][C:43]2[CH:48]=[CH:47][CH:46]=[CH:45][CH:44]=2)=[CH:30][CH:29]=1.C([O-])([O-])=O.[K+].[K+], predict the reaction product. The product is: [CH3:37][O:36][C:34]([C:32]1[N:33]=[C:28]([C:9]2[CH:25]=[CH:24][C:12]3[O:13][CH2:14][CH2:15][N:16]([C:17]([O:19][C:20]([CH3:21])([CH3:22])[CH3:23])=[O:18])[C:11]=3[CH:10]=2)[CH:29]=[CH:30][C:31]=1[O:38][CH2:39][CH2:40][CH2:41][O:42][C:43]1[CH:48]=[CH:47][CH:46]=[CH:45][CH:44]=1)=[O:35]. (6) Given the reactants [CH3:1][C:2]1[N:3]=[CH:4][NH:5][CH:6]=1.Br[C:8]1[C:13]([F:14])=[CH:12][C:11]([C@@H:15]([NH:17][S@@](C(C)(C)C)=O)[CH3:16])=[C:10]([F:24])[CH:9]=1.[O-]P([O-])([O-])=O.[K+].[K+].[K+], predict the reaction product. The product is: [F:24][C:10]1[CH:9]=[C:8]([N:5]2[CH:6]=[C:2]([CH3:1])[N:3]=[CH:4]2)[C:13]([F:14])=[CH:12][C:11]=1[C@@H:15]([NH2:17])[CH3:16]. (7) Given the reactants [Br:1][C:2]1[S:3][CH:4]=[C:5]([C:7]([OH:9])=O)[N:6]=1.[CH3:10][S:11]([NH2:14])(=[O:13])=[O:12].N12CCCN=C1CCCCC2, predict the reaction product. The product is: [Br:1][C:2]1[S:3][CH:4]=[C:5]([C:7]([NH:14][S:11]([CH3:10])(=[O:13])=[O:12])=[O:9])[N:6]=1.